This data is from Full USPTO retrosynthesis dataset with 1.9M reactions from patents (1976-2016). The task is: Predict the reactants needed to synthesize the given product. (1) Given the product [NH2:9][C:8]1[CH:7]=[CH:6][C:5]([OH:12])=[CH:4][C:3]=1[S:2][CH3:1], predict the reactants needed to synthesize it. The reactants are: [CH3:1][S:2][C:3]1[CH:4]=[C:5]([OH:12])[CH:6]=[CH:7][C:8]=1[N+:9]([O-])=O. (2) Given the product [N:1]1([CH2:44][CH:41]([NH:40][C:32]2[CH:33]=[C:34]3[C:29](=[CH:30][CH:31]=2)[S:28][C:27]2[C:26]([C:21]4[NH:22][C:23](=[O:25])[CH:24]=[C:19]([N:16]5[CH2:15][CH2:14][O:13][CH2:18][CH2:17]5)[CH:20]=4)=[CH:39][CH:38]=[CH:37][C:36]=2[S:35]3)[CH3:42])[CH2:4][CH2:3][CH2:2]1, predict the reactants needed to synthesize it. The reactants are: [NH:1]1[CH2:4][CH2:3][CH2:2]1.B.N1C=CC=CC=1C.[O:13]1[CH2:18][CH2:17][N:16]([C:19]2[CH:20]=[C:21]([C:26]3[CH:39]=[CH:38][CH:37]=[C:36]4[C:27]=3[S:28][C:29]3[CH:30]=[CH:31][C:32]([NH:40][CH:41]([CH3:44])[CH:42]=O)=[CH:33][C:34]=3[S:35]4)[NH:22][C:23](=[O:25])[CH:24]=2)[CH2:15][CH2:14]1.C(=O)([O-])O.[Na+]. (3) Given the product [NH2:1][C:4]1[NH:8][N:7]=[C:6]([C:9]([O:11][CH2:12][CH3:13])=[O:10])[CH:5]=1, predict the reactants needed to synthesize it. The reactants are: [N+:1]([C:4]1[NH:8][N:7]=[C:6]([C:9]([O:11][CH2:12][CH3:13])=[O:10])[CH:5]=1)([O-])=O. (4) Given the product [CH2:1]([O:3][C:4]([C:6]1[C:14]2[C:9](=[CH:10][CH:11]=[C:12]([O:15][CH2:16][C@@H:17]([OH:20])[CH2:18][NH:19][CH:40]3[CH2:41][CH2:42][N:37]([C:36]4[CH:35]=[CH:34][C:25]([CH2:26][CH:27]5[S:31][C:30](=[O:32])[NH:29][C:28]5=[O:33])=[CH:24][C:23]=4[F:22])[CH2:38][CH2:39]3)[CH:13]=2)[NH:8][C:7]=1[CH3:21])=[O:5])[CH3:2], predict the reactants needed to synthesize it. The reactants are: [CH2:1]([O:3][C:4]([C:6]1[C:14]2[C:9](=[CH:10][CH:11]=[C:12]([O:15][CH2:16][C@@H:17]([OH:20])[CH2:18][NH2:19])[CH:13]=2)[NH:8][C:7]=1[CH3:21])=[O:5])[CH3:2].[F:22][C:23]1[CH:24]=[C:25]([CH:34]=[CH:35][C:36]=1[N:37]1[CH2:42][CH2:41][C:40](=O)[CH2:39][CH2:38]1)[CH2:26][CH:27]1[S:31][C:30](=[O:32])[NH:29][C:28]1=[O:33]. (5) The reactants are: [CH3:1][O:2][C:3]1[CH:4]=[C:5]([C:9]2[CH:14]=[CH:13][CH:12]=[C:11]([CH2:15]O)[CH:10]=2)[CH:6]=[CH:7][CH:8]=1.[Br:17]C(Cl)(Cl)C(Cl)(Cl)Br.C1(P(C2C=CC=CC=2)CCP(C2C=CC=CC=2)C2C=CC=CC=2)C=CC=CC=1. Given the product [Br:17][CH2:15][C:11]1[CH:10]=[C:9]([C:5]2[CH:6]=[CH:7][CH:8]=[C:3]([O:2][CH3:1])[CH:4]=2)[CH:14]=[CH:13][CH:12]=1, predict the reactants needed to synthesize it. (6) Given the product [CH3:15][CH2:16][O:17][C:18]([C:20]1[CH:25]([C:26]2[CH:27]=[CH:28][CH:29]=[CH:30][C:31]=2[Cl:32])[C:24]([C:33]([O:35][CH3:36])=[O:34])=[C:23]([CH3:37])[NH:22][C:21]=1[CH2:38][O:39][CH2:40][CH2:41][NH2:42])=[O:19].[C:1]([O-:9])(=[O:8])[CH:2]([CH2:4][C:5]([O-:7])=[O:6])[OH:3], predict the reactants needed to synthesize it. The reactants are: [C:1]([OH:9])(=[O:8])[CH:2]([CH2:4][C:5]([OH:7])=[O:6])[OH:3].C(O)(C)C.O.[CH3:15][CH2:16][O:17][C:18]([C:20]1[CH:25]([C:26]2[CH:27]=[CH:28][CH:29]=[CH:30][C:31]=2[Cl:32])[C:24]([C:33]([O:35][CH3:36])=[O:34])=[C:23]([CH3:37])[NH:22][C:21]=1[CH2:38][O:39][CH2:40][CH2:41][NH2:42])=[O:19].